From a dataset of NCI-60 drug combinations with 297,098 pairs across 59 cell lines. Regression. Given two drug SMILES strings and cell line genomic features, predict the synergy score measuring deviation from expected non-interaction effect. (1) Drug 1: C1CCC(C1)C(CC#N)N2C=C(C=N2)C3=C4C=CNC4=NC=N3. Drug 2: C1CCN(CC1)CCOC2=CC=C(C=C2)C(=O)C3=C(SC4=C3C=CC(=C4)O)C5=CC=C(C=C5)O. Cell line: NCI-H522. Synergy scores: CSS=8.92, Synergy_ZIP=-2.86, Synergy_Bliss=4.92, Synergy_Loewe=4.06, Synergy_HSA=4.44. (2) Drug 1: CC(CN1CC(=O)NC(=O)C1)N2CC(=O)NC(=O)C2. Drug 2: C1CN1P(=S)(N2CC2)N3CC3. Cell line: CAKI-1. Synergy scores: CSS=33.4, Synergy_ZIP=-9.91, Synergy_Bliss=-2.16, Synergy_Loewe=0.791, Synergy_HSA=2.65. (3) Drug 1: C1=NC2=C(N=C(N=C2N1C3C(C(C(O3)CO)O)O)F)N. Drug 2: CCC(=C(C1=CC=CC=C1)C2=CC=C(C=C2)OCCN(C)C)C3=CC=CC=C3.C(C(=O)O)C(CC(=O)O)(C(=O)O)O. Cell line: M14. Synergy scores: CSS=4.29, Synergy_ZIP=2.44, Synergy_Bliss=6.59, Synergy_Loewe=-10.8, Synergy_HSA=-1.67. (4) Drug 1: C1=NC2=C(N1)C(=S)N=C(N2)N. Drug 2: CCC(=C(C1=CC=CC=C1)C2=CC=C(C=C2)OCCN(C)C)C3=CC=CC=C3.C(C(=O)O)C(CC(=O)O)(C(=O)O)O. Cell line: DU-145. Synergy scores: CSS=30.8, Synergy_ZIP=-0.302, Synergy_Bliss=-1.29, Synergy_Loewe=-12.1, Synergy_HSA=-1.91.